Dataset: Catalyst prediction with 721,799 reactions and 888 catalyst types from USPTO. Task: Predict which catalyst facilitates the given reaction. (1) Reactant: C(OC([N:8]([CH2:39][C:40]([O:42]C(C)(C)C)=[O:41])[C:9]1[CH:14]=[CH:13][CH:12]=[C:11]([CH:15]([S:31]([C:34]2[O:35][CH:36]=[CH:37][CH:38]=2)(=[O:33])=[O:32])[NH:16][CH2:17][C:18]2[CH:23]=[CH:22][C:21]([C:24]([CH3:30])([CH3:29])[CH2:25][CH2:26][CH2:27][CH3:28])=[CH:20][CH:19]=2)[N:10]=1)=O)(C)(C)C.FC(F)(F)C(O)=O. Product: [O:35]1[CH:36]=[CH:37][CH:38]=[C:34]1[S:31]([CH:15]([NH:16][CH2:17][C:18]1[CH:23]=[CH:22][C:21]([C:24]([CH3:29])([CH3:30])[CH2:25][CH2:26][CH2:27][CH3:28])=[CH:20][CH:19]=1)[C:11]1[N:10]=[C:9]([NH:8][CH2:39][C:40]([OH:42])=[O:41])[CH:14]=[CH:13][CH:12]=1)(=[O:33])=[O:32]. The catalyst class is: 2. (2) Reactant: Cl.[NH:2]1[CH2:7][CH2:6][CH:5]([C:8]2[C:16]3[C:11](=[C:12]([C:22]([NH2:24])=[O:23])[CH:13]=[C:14]([C:17]4[CH:21]=[CH:20][S:19][CH:18]=4)[CH:15]=3)[NH:10][N:9]=2)[CH2:4][CH2:3]1.[CH2:25]([S:27](Cl)(=[O:29])=[O:28])[CH3:26].C(N(CC)CC)C. Product: [CH2:25]([S:27]([N:2]1[CH2:7][CH2:6][CH:5]([C:8]2[C:16]3[C:11](=[C:12]([C:22]([NH2:24])=[O:23])[CH:13]=[C:14]([C:17]4[CH:21]=[CH:20][S:19][CH:18]=4)[CH:15]=3)[NH:10][N:9]=2)[CH2:4][CH2:3]1)(=[O:29])=[O:28])[CH3:26]. The catalyst class is: 2. (3) The catalyst class is: 90. Reactant: O[Li].O.C[O:5][C:6](=[O:42])[CH2:7][C:8]1[CH:41]=[CH:40][CH:39]=[CH:38][C:9]=1[CH2:10][CH2:11][C:12]1[C:17]([CH3:18])=[CH:16][N:15]=[C:14]([NH:19][C:20]2[CH:21]=[N:22][N:23]([CH:25]3[CH2:30][CH2:29][N:28]([C:31]([O:33][C:34]([CH3:37])([CH3:36])[CH3:35])=[O:32])[CH2:27][CH2:26]3)[CH:24]=2)[N:13]=1. Product: [C:34]([O:33][C:31]([N:28]1[CH2:29][CH2:30][CH:25]([N:23]2[CH:24]=[C:20]([NH:19][C:14]3[N:13]=[C:12]([CH2:11][CH2:10][C:9]4[CH:38]=[CH:39][CH:40]=[CH:41][C:8]=4[CH2:7][C:6]([OH:42])=[O:5])[C:17]([CH3:18])=[CH:16][N:15]=3)[CH:21]=[N:22]2)[CH2:26][CH2:27]1)=[O:32])([CH3:37])([CH3:36])[CH3:35]. (4) Reactant: [CH3:1][N:2]1[C:6]([CH3:7])=[C:5]([C:8]([NH:10][C:11]2[CH:33]=[CH:32][C:14]([O:15][C:16]3[CH:21]=[CH:20][N:19]=[C:18]([NH:22][C:23](=O)[O:24]C4C=CC=CC=4)[CH:17]=3)=[CH:13][CH:12]=2)=[O:9])[C:4](=[O:34])[N:3]1[C:35]1[CH:40]=[CH:39][CH:38]=[CH:37][CH:36]=1.[CH3:41][NH2:42]. The catalyst class is: 37. Product: [CH3:1][N:2]1[C:6]([CH3:7])=[C:5]([C:8]([NH:10][C:11]2[CH:12]=[CH:13][C:14]([O:15][C:16]3[CH:21]=[CH:20][N:19]=[C:18]([NH:22][C:23]([NH:42][CH3:41])=[O:24])[CH:17]=3)=[CH:32][CH:33]=2)=[O:9])[C:4](=[O:34])[N:3]1[C:35]1[CH:40]=[CH:39][CH:38]=[CH:37][CH:36]=1. (5) Reactant: [F:1][C:2]1([F:15])[C:10]2[C:5](=[CH:6][CH:7]=[C:8]([N+:11]([O-])=O)[CH:9]=2)[NH:4][C:3]1=[O:14].CCN(C(C)C)C(C)C.N#N. Product: [NH2:11][C:8]1[CH:9]=[C:10]2[C:5](=[CH:6][CH:7]=1)[NH:4][C:3](=[O:14])[C:2]2([F:15])[F:1]. The catalyst class is: 354. (6) Reactant: C(N(C(C)C)CC)(C)C.I[CH2:11][C:12]([NH2:14])=[O:13].[F:15][C:16]1[CH:17]=[CH:18]/[C:19](=[N:22]\[S:23]([C:26]2[CH:31]=[CH:30][C:29]([CH3:32])=[CH:28][CH:27]=2)(=[O:25])=[O:24])/[NH:20][CH:21]=1. Product: [F:15][C:16]1[CH:17]=[CH:18]/[C:19](=[N:22]\[S:23]([C:26]2[CH:31]=[CH:30][C:29]([CH3:32])=[CH:28][CH:27]=2)(=[O:25])=[O:24])/[N:20]([CH2:11][C:12]([NH2:14])=[O:13])[CH:21]=1. The catalyst class is: 3. (7) Reactant: Cl[C:2]1[CH:7]=[CH:6][C:5]([C:8]([F:11])([F:10])[F:9])=[CH:4][N:3]=1.[CH2:12]([O:19][C:20]1[CH:25]=[CH:24][C:23](B(O)O)=[CH:22][CH:21]=1)[C:13]1[CH:18]=[CH:17][CH:16]=[CH:15][CH:14]=1.[F-].[Cs+]. Product: [CH2:12]([O:19][C:20]1[CH:25]=[CH:24][C:23]([C:2]2[CH:7]=[CH:6][C:5]([C:8]([F:11])([F:10])[F:9])=[CH:4][N:3]=2)=[CH:22][CH:21]=1)[C:13]1[CH:18]=[CH:17][CH:16]=[CH:15][CH:14]=1. The catalyst class is: 439. (8) Reactant: C1(C)C=CC(S([CH2:9][CH2:10][C:11]2[N:29]=[C:14]3[CH:15]([C:19]4[CH:24]=[CH:23][CH:22]=[CH:21][C:20]=4[C:25]([F:28])([F:27])[F:26])[CH2:16][CH2:17][CH2:18][N:13]3[N:12]=2)=O)=CC=1. Product: [F:28][C:25]([F:26])([F:27])[C:20]1[CH:21]=[CH:22][CH:23]=[CH:24][C:19]=1[CH:15]1[CH2:16][CH2:17][CH2:18][N:13]2[N:12]=[C:11]([CH:10]=[CH2:9])[N:29]=[C:14]12. The catalyst class is: 11.